From a dataset of Full USPTO retrosynthesis dataset with 1.9M reactions from patents (1976-2016). Predict the reactants needed to synthesize the given product. Given the product [CH2:20]([O:38][CH2:39][C@@H:40]([NH2:50])[CH2:41][CH2:42][CH2:43][CH2:44][CH2:45][CH2:46][CH2:47][CH2:48][CH3:49])[CH2:21][CH2:22][CH2:23][CH2:24][CH2:25][CH2:26][CH2:27]/[CH:28]=[CH:29]\[CH2:30]/[CH:31]=[CH:32]\[CH2:33][CH2:34][CH2:35][CH2:36][CH3:37], predict the reactants needed to synthesize it. The reactants are: C1(P(C2C=CC=CC=2)C2C=CC=CC=2)C=CC=CC=1.[CH2:20]([O:38][CH2:39][C@@H:40]([N:50]=[N+]=[N-])[CH2:41][CH2:42][CH2:43][CH2:44][CH2:45][CH2:46][CH2:47][CH2:48][CH3:49])[CH2:21][CH2:22][CH2:23][CH2:24][CH2:25][CH2:26][CH2:27]/[CH:28]=[CH:29]\[CH2:30]/[CH:31]=[CH:32]\[CH2:33][CH2:34][CH2:35][CH2:36][CH3:37].